Task: Predict which catalyst facilitates the given reaction.. Dataset: Catalyst prediction with 721,799 reactions and 888 catalyst types from USPTO (1) Reactant: [Cl-].O[NH3+:3].[C:4](=[O:7])([O-])[OH:5].[Na+].CS(C)=O.[CH2:13]([CH:15]([O:20][C@H:21]1[CH2:26][CH2:25][C@H:24]([N:27]2[C:32](=[O:33])[C:31]([CH2:34][C:35]3[CH:40]=[CH:39][C:38]([C:41]4[C:42]([C:47]#[N:48])=[CH:43][CH:44]=[CH:45][CH:46]=4)=[CH:37][C:36]=3[F:49])=[C:30]([CH2:50][CH2:51][CH3:52])[N:29]3[N:53]=[CH:54][N:55]=[C:28]23)[CH2:23][CH2:22]1)[C:16]([OH:19])([CH3:18])[CH3:17])[CH3:14]. Product: [CH2:13]([CH:15]([O:20][C@H:21]1[CH2:26][CH2:25][C@H:24]([N:27]2[C:32](=[O:33])[C:31]([CH2:34][C:35]3[CH:40]=[CH:39][C:38]([C:41]4[CH:46]=[CH:45][CH:44]=[CH:43][C:42]=4[C:47]4[NH:3][C:4](=[O:7])[O:5][N:48]=4)=[CH:37][C:36]=3[F:49])=[C:30]([CH2:50][CH2:51][CH3:52])[N:29]3[N:53]=[CH:54][N:55]=[C:28]23)[CH2:23][CH2:22]1)[C:16]([OH:19])([CH3:17])[CH3:18])[CH3:14]. The catalyst class is: 69. (2) Reactant: [Cl:1][CH:2]([CH3:6])[C:3](Cl)=[O:4].[Cl:7][C:8]1[CH:9]=[C:10]([C:14](=[N:16]O)[NH2:15])[CH:11]=[CH:12][CH:13]=1.C(=O)(O)[O-].[Na+]. Product: [Cl:1][CH:2]([C:3]1[O:4][N:16]=[C:14]([C:10]2[CH:11]=[CH:12][CH:13]=[C:8]([Cl:7])[CH:9]=2)[N:15]=1)[CH3:6]. The catalyst class is: 13. (3) Reactant: [O:1]=[S:2]1(=[O:19])[N:7]([C:8]2[CH:17]=[CH:16][C:11]([C:12]([O:14]C)=[O:13])=[C:10]([F:18])[CH:9]=2)[CH2:6][CH2:5][O:4][CH2:3]1.[OH-].[Na+].Cl. Product: [O:19]=[S:2]1(=[O:1])[N:7]([C:8]2[CH:17]=[CH:16][C:11]([C:12]([OH:14])=[O:13])=[C:10]([F:18])[CH:9]=2)[CH2:6][CH2:5][O:4][CH2:3]1. The catalyst class is: 36. (4) Reactant: [NH:1]([C:17]([O:19][C:20]([CH3:23])([CH3:22])[CH3:21])=[O:18])[C@H:2]([C:11](N(C)OC)=[O:12])[CH2:3][C:4](=[O:10])[O:5][C:6]([CH3:9])([CH3:8])[CH3:7].[H-].[H-].[H-].[H-].[Li+].[Al+3]. Product: [NH:1]([C:17]([O:19][C:20]([CH3:23])([CH3:22])[CH3:21])=[O:18])[C@H:2]([CH:11]=[O:12])[CH2:3][C:4](=[O:10])[O:5][C:6]([CH3:9])([CH3:7])[CH3:8]. The catalyst class is: 76.